The task is: Predict the reactants needed to synthesize the given product.. This data is from Full USPTO retrosynthesis dataset with 1.9M reactions from patents (1976-2016). (1) Given the product [NH2:45][C:47](=[O:49])/[CH:31]=[CH:27]/[C:16]1[CH:17]=[C:18]2[C:13](=[CH:14][CH:15]=1)[N:12]=[C:11]([CH2:32][CH:33]([CH3:34])[CH3:35])[C:10]([CH2:9][NH:8][C:6](=[O:7])[O:5][C:1]([CH3:2])([CH3:3])[CH3:4])=[C:19]2[C:20]1[CH:21]=[CH:22][C:23]([CH3:26])=[CH:24][CH:25]=1, predict the reactants needed to synthesize it. The reactants are: [C:1]([O:5][C:6]([NH:8][CH2:9][C:10]1[C:11]([CH2:32][CH:33]([CH3:35])[CH3:34])=[N:12][C:13]2[C:18]([C:19]=1[C:20]1[CH:25]=[CH:24][C:23]([CH3:26])=[CH:22][CH:21]=1)=[CH:17][C:16]([C:27](=[CH2:31])C(O)=O)=[CH:15][CH:14]=2)=[O:7])([CH3:4])([CH3:3])[CH3:2].Cl.C(N=C=NCCC[N:45]([CH3:47])C)C.[NH4+].[OH:49]N1C2C=CC=CC=2N=N1.O. (2) Given the product [CH3:1][O:2][C:3]([C:4]1([C:6]2[CH:7]=[CH:8][CH:9]=[CH:10][CH:11]=2)[CH2:5][O:21]1)=[O:12], predict the reactants needed to synthesize it. The reactants are: [CH3:1][O:2][C:3](=[O:12])[C:4]([C:6]1[CH:11]=[CH:10][CH:9]=[CH:8][CH:7]=1)=[CH2:5].C1C=C(Cl)C=C(C(OO)=[O:21])C=1.